From a dataset of Full USPTO retrosynthesis dataset with 1.9M reactions from patents (1976-2016). Predict the reactants needed to synthesize the given product. (1) Given the product [Cl:15][C:12]1[CH:13]=[CH:14][C:9]([NH:8][C:6](=[O:7])[C:5]2[CH:22]=[CH:23][C:2]([N:30]3[CH2:29][CH2:28][NH:27][CH:26]([CH3:25])[CH2:31]3)=[N:3][C:4]=2[CH3:24])=[CH:10][C:11]=1[C:16]1[CH:21]=[CH:20][CH:19]=[CH:18][N:17]=1, predict the reactants needed to synthesize it. The reactants are: Cl[C:2]1[CH:23]=[CH:22][C:5]([C:6]([NH:8][C:9]2[CH:14]=[CH:13][C:12]([Cl:15])=[C:11]([C:16]3[CH:21]=[CH:20][CH:19]=[CH:18][N:17]=3)[CH:10]=2)=[O:7])=[C:4]([CH3:24])[N:3]=1.[CH3:25][CH:26]1[CH2:31][NH:30][CH2:29][CH2:28][NH:27]1. (2) The reactants are: [CH3:1][S:2](Cl)(=[O:4])=[O:3].[Br:6][C:7]1[CH:12]=[CH:11][C:10]([CH2:13][OH:14])=[CH:9][C:8]=1[Cl:15].C(N(CC)CC)C. Given the product [CH3:1][S:2]([O:14][CH2:13][C:10]1[CH:11]=[CH:12][C:7]([Br:6])=[C:8]([Cl:15])[CH:9]=1)(=[O:4])=[O:3], predict the reactants needed to synthesize it. (3) Given the product [CH3:16][O:15][C:13](=[O:14])/[C:12](=[N:10]\[NH:9][C:3]1[CH:4]=[CH:5][C:6]([Cl:8])=[CH:7][C:2]=1[Br:1])/[CH2:17][CH3:18], predict the reactants needed to synthesize it. The reactants are: [Br:1][C:2]1[CH:7]=[C:6]([Cl:8])[CH:5]=[CH:4][C:3]=1[NH:9][NH2:10].O=[C:12]([CH2:17][CH3:18])[C:13]([O:15][CH3:16])=[O:14]. (4) The reactants are: [OH:1][C:2]([C:5]1(C([O-])=O)[O:9][NH:8][CH:7]=[CH:6]1)([CH3:4])[CH3:3].[BH4-].[Na+].O.[CH2:16]([OH:18])C. Given the product [OH:1][C:2]([C:5]1[O:9][N:8]=[C:7]([CH2:16][OH:18])[CH:6]=1)([CH3:3])[CH3:4], predict the reactants needed to synthesize it. (5) Given the product [F:16][C:15]1[CH:14]=[C:13]([C:17]([OH:20])([CH3:18])[CH3:19])[CH:12]=[C:11]([F:21])[C:10]=1[C:4]1[S:3][C:2]([NH:1][C:27]2[CH:28]=[CH:23][N:24]=[C:25]([N:29]3[CH2:33][CH2:32][CH:31]([OH:34])[CH2:30]3)[N:26]=2)=[C:6]([C:7]([NH2:9])=[O:8])[CH:5]=1, predict the reactants needed to synthesize it. The reactants are: [NH2:1][C:2]1[S:3][C:4]([C:10]2[C:15]([F:16])=[CH:14][C:13]([C:17]([OH:20])([CH3:19])[CH3:18])=[CH:12][C:11]=2[F:21])=[CH:5][C:6]=1[C:7]([NH2:9])=[O:8].Cl[C:23]1[CH:28]=[CH:27][N:26]=[C:25]([N:29]2[CH2:33][CH2:32][CH:31]([OH:34])[CH2:30]2)[N:24]=1. (6) Given the product [OH:36][C@H:33]1[CH2:34][CH2:35][C@H:30]([NH:29][C:11]([C:9]2[CH:8]=[CH:7][C:6]3[N:2]([CH3:1])[C:3]([NH:14][C:15]4[S:16][C:17]5[CH:23]=[C:22]([O:24][C:25]([F:28])([F:27])[F:26])[CH:21]=[CH:20][C:18]=5[N:19]=4)=[N:4][C:5]=3[CH:10]=2)=[O:13])[CH2:31][CH2:32]1, predict the reactants needed to synthesize it. The reactants are: [CH3:1][N:2]1[C:6]2[CH:7]=[CH:8][C:9]([C:11]([OH:13])=O)=[CH:10][C:5]=2[N:4]=[C:3]1[NH:14][C:15]1[S:16][C:17]2[CH:23]=[C:22]([O:24][C:25]([F:28])([F:27])[F:26])[CH:21]=[CH:20][C:18]=2[N:19]=1.[NH2:29][C@H:30]1[CH2:35][CH2:34][C@H:33]([OH:36])[CH2:32][CH2:31]1.CN(C(ON1N=NC2C=CC=CC1=2)=[N+](C)C)C.F[P-](F)(F)(F)(F)F.CCN(C(C)C)C(C)C. (7) Given the product [ClH:40].[ClH:40].[F:33][C:2]([F:1])([F:32])[O:3][C:4]1[CH:9]=[CH:8][C:7]([N:10]2[CH:14]=[N:13][C:12]([C:15]3[CH:16]=[C:17]4[C:21](=[CH:22][CH:23]=3)[CH2:20][CH:19]([NH2:24])[CH2:18]4)=[N:11]2)=[CH:6][CH:5]=1, predict the reactants needed to synthesize it. The reactants are: [F:1][C:2]([F:33])([F:32])[O:3][C:4]1[CH:9]=[CH:8][C:7]([N:10]2[CH:14]=[N:13][C:12]([C:15]3[CH:16]=[C:17]4[C:21](=[CH:22][CH:23]=3)[CH2:20][CH:19]([NH:24]C(=O)OC(C)(C)C)[CH2:18]4)=[N:11]2)=[CH:6][CH:5]=1.O1CCOCC1.[ClH:40].